This data is from Catalyst prediction with 721,799 reactions and 888 catalyst types from USPTO. The task is: Predict which catalyst facilitates the given reaction. (1) Reactant: Cl[C:2]1[CH:3]=[C:4]2[N:11]([CH3:12])[CH2:10][CH2:9][N:5]2[C:6](=[O:8])[N:7]=1.[H-].[Na+].[Cl:15][C:16]1[CH:17]=[C:18]([CH:30]=[CH:31][C:32]=1[F:33])[O:19][C:20]1[C:25]([F:26])=[CH:24][C:23]([CH2:27][OH:28])=[CH:22][C:21]=1[F:29]. Product: [Cl:15][C:16]1[CH:17]=[C:18]([CH:30]=[CH:31][C:32]=1[F:33])[O:19][C:20]1[C:21]([F:29])=[CH:22][C:23]([CH2:27][O:28][C:2]2[CH:3]=[C:4]3[N:11]([CH3:12])[CH2:10][CH2:9][N:5]3[C:6](=[O:8])[N:7]=2)=[CH:24][C:25]=1[F:26]. The catalyst class is: 3. (2) Reactant: [Cl:1][C:2]1[CH:3]=[C:4]([N:8]2[CH2:13][CH2:12][CH:11]([C:14]([OH:16])=O)[CH2:10][CH2:9]2)[CH:5]=[CH:6][CH:7]=1.[OH:17][C@H:18]1[CH2:27][C:26]2[C:25]([NH2:28])=[CH:24][CH:23]=[CH:22][C:21]=2[CH2:20][CH2:19]1.ON1C2C=CC=CC=2N=N1.Cl.CN(C)CCCN=C=NCC. Product: [Cl:1][C:2]1[CH:3]=[C:4]([N:8]2[CH2:9][CH2:10][CH:11]([C:14]([NH:28][C:25]3[C:26]4[CH2:27][C@H:18]([OH:17])[CH2:19][CH2:20][C:21]=4[CH:22]=[CH:23][CH:24]=3)=[O:16])[CH2:12][CH2:13]2)[CH:5]=[CH:6][CH:7]=1. The catalyst class is: 42. (3) Reactant: [CH:1]1[C:10]2[C:5](=[CH:6][CH:7]=[CH:8][CH:9]=2)[CH:4]=[CH:3][N:2]=1.C([BH-](CC)CC)C.[Na+].[S:19]1[CH:23]=[CH:22][CH:21]=[C:20]1[CH:24]=O.[OH-].[Na+].OO. Product: [S:19]1[CH:23]=[CH:22][CH:21]=[C:20]1[CH2:24][C:4]1[C:5]2[C:10](=[CH:9][CH:8]=[CH:7][CH:6]=2)[CH:1]=[N:2][CH:3]=1. The catalyst class is: 7. (4) Reactant: [CH3:1][O:2][C:3]([C:5]1[S:6][C:7]([CH2:10][NH:11][CH2:12][C:13]2[NH:14][CH:15]=[CH:16][N:17]=2)=[CH:8][CH:9]=1)=[O:4].C(N(CC)CC)C.[C:25]([O:29][C:30](O[C:30]([O:29][C:25]([CH3:28])([CH3:27])[CH3:26])=[O:31])=[O:31])([CH3:28])([CH3:27])[CH3:26]. Product: [CH3:1][O:2][C:3]([C:5]1[S:6][C:7]([CH2:10][N:11]([CH2:12][C:13]2[NH:17][CH:16]=[CH:15][N:14]=2)[C:30]([O:29][C:25]([CH3:28])([CH3:27])[CH3:26])=[O:31])=[CH:8][CH:9]=1)=[O:4]. The catalyst class is: 3. (5) Reactant: C([O:4][CH2:5][C:6]([NH:8][C:9]1[S:10][CH:11]=[C:12]([C:14]2[CH:19]=[CH:18][C:17]([Br:20])=[CH:16][CH:15]=2)[N:13]=1)=[O:7])(=O)C.C([O-])([O-])=O.[K+].[K+].C(Cl)Cl. Product: [Br:20][C:17]1[CH:16]=[CH:15][C:14]([C:12]2[N:13]=[C:9]([NH:8][C:6](=[O:7])[CH2:5][OH:4])[S:10][CH:11]=2)=[CH:19][CH:18]=1. The catalyst class is: 5. (6) Reactant: [OH:1][C:2]1[CH:16]=[CH:15][C:5]([C:6]([C:8]2[CH:13]=[CH:12][C:11]([OH:14])=[CH:10][CH:9]=2)=[O:7])=[CH:4][CH:3]=1.I[CH:18]([CH3:20])[CH3:19].[OH-].[K+]. Product: [OH:1][C:2]1[CH:16]=[CH:15][C:5]([C:6]([C:8]2[CH:13]=[CH:12][C:11]([O:14][CH:18]([CH3:20])[CH3:19])=[CH:10][CH:9]=2)=[O:7])=[CH:4][CH:3]=1. The catalyst class is: 40.